This data is from Forward reaction prediction with 1.9M reactions from USPTO patents (1976-2016). The task is: Predict the product of the given reaction. (1) Given the reactants [CH3:1][C:2]([C:5]1[S:6][C:7]([C:18]2[CH:23]=[CH:22][N:21]=[C:20]([CH3:24])[N:19]=2)=[C:8]([C:10]2[C:11]([F:17])=[C:12]([CH:14]=[CH:15][CH:16]=2)[NH2:13])[N:9]=1)([CH3:4])[CH3:3].[F:25][C:26]1[CH:27]=[C:28]([S:32](Cl)(=[O:34])=[O:33])[CH:29]=[CH:30][CH:31]=1.N1C=CC=CC=1, predict the reaction product. The product is: [CH3:4][C:2]([C:5]1[S:6][C:7]([C:18]2[CH:23]=[CH:22][N:21]=[C:20]([CH3:24])[N:19]=2)=[C:8]([C:10]2[C:11]([F:17])=[C:12]([NH:13][S:32]([C:28]3[CH:29]=[CH:30][CH:31]=[C:26]([F:25])[CH:27]=3)(=[O:34])=[O:33])[CH:14]=[CH:15][CH:16]=2)[N:9]=1)([CH3:1])[CH3:3]. (2) Given the reactants [Cl:1][C:2]1[CH:22]=[CH:21][C:5]([O:6][CH2:7][CH2:8][NH:9][C:10](=[O:20])[CH2:11][CH2:12][C:13]2[CH:18]=[CH:17][CH:16]=[CH:15][C:14]=2[OH:19])=[CH:4][CH:3]=1.C(=O)([O-])[O-].[K+].[K+].Br[C:30]([CH3:39])([CH3:38])[C:31]([O:33][C:34]([CH3:37])([CH3:36])[CH3:35])=[O:32].O, predict the reaction product. The product is: [Cl:1][C:2]1[CH:22]=[CH:21][C:5]([O:6][CH2:7][CH2:8][NH:9][C:10]([CH2:11][CH2:12][C:13]2[CH:18]=[CH:17][CH:16]=[CH:15][C:14]=2[O:19][C:30]([CH3:39])([CH3:38])[C:31]([O:33][C:34]([CH3:37])([CH3:36])[CH3:35])=[O:32])=[O:20])=[CH:4][CH:3]=1.